This data is from Full USPTO retrosynthesis dataset with 1.9M reactions from patents (1976-2016). The task is: Predict the reactants needed to synthesize the given product. Given the product [Br:1][C:2]1[CH:7]=[CH:6][C:5]([N:8]2[C:9]3=[C:10]([Cl:21])[C:11]4[N:12]([CH:18]=[CH:19][N:20]=4)[CH:13]=[C:14]3[NH:25][C:28]2=[O:37])=[C:4]([Cl:22])[CH:3]=1, predict the reactants needed to synthesize it. The reactants are: [Br:1][C:2]1[CH:7]=[CH:6][C:5]([NH:8][C:9]2[C:14](C(O)=O)=[CH:13][N:12]3[CH:18]=[CH:19][N:20]=[C:11]3[C:10]=2[Cl:21])=[C:4]([Cl:22])[CH:3]=1.CC[N:25]([CH2:28]C)CC.C1C=CC(P(N=[N+]=[N-])(C2C=CC=CC=2)=[O:37])=CC=1.